This data is from Catalyst prediction with 721,799 reactions and 888 catalyst types from USPTO. The task is: Predict which catalyst facilitates the given reaction. (1) Reactant: [CH:1]1[C:10]2[C:5](=[CH:6][CH:7]=[CH:8][CH:9]=2)[CH:4]=[C:3]([C:11]([NH:13][C:14]2[NH:18][C:17]3[C:19]([O:26][CH3:27])=[CH:20][CH:21]=[C:22]([C:23](O)=[O:24])[C:16]=3[N:15]=2)=[O:12])[N:2]=1.CN(C(ON1N=NC2C=CC=CC1=2)=[N+](C)C)C.F[P-](F)(F)(F)(F)F.CCN(C(C)C)C(C)C.Cl.[CH3:62][S:63]([C:66]1[CH:73]=[CH:72][C:69]([CH2:70][NH2:71])=[CH:68][CH:67]=1)(=[O:65])=[O:64]. Product: [CH3:62][S:63]([C:66]1[CH:73]=[CH:72][C:69]([CH2:70][NH:71][C:23]([C:22]2[C:16]3[NH:15][C:14]([NH:13][C:11]([C:3]4[N:2]=[CH:1][C:10]5[C:5]([CH:4]=4)=[CH:6][CH:7]=[CH:8][CH:9]=5)=[O:12])=[N:18][C:17]=3[C:19]([O:26][CH3:27])=[CH:20][CH:21]=2)=[O:24])=[CH:68][CH:67]=1)(=[O:64])=[O:65]. The catalyst class is: 163. (2) Reactant: [CH3:1][O:2][C:3]1[CH:11]=[CH:10][CH:9]=[C:8]2[C:4]=1[CH:5]=[C:6]([C:13]([OH:15])=O)[N:7]2[CH3:12].F[P-](F)(F)(F)(F)F.N1(OC(N(C)C)=[N+](C)C)C2N=CC=CC=2N=N1.[F:40][C:41]1[C:42]([B:50]2[O:54][C:53]([CH3:56])([CH3:55])[C:52]([CH3:58])([CH3:57])[O:51]2)=[CH:43][C:44]([O:48][CH3:49])=[C:45]([CH:47]=1)[NH2:46]. Product: [F:40][C:41]1[C:42]([B:50]2[O:54][C:53]([CH3:56])([CH3:55])[C:52]([CH3:58])([CH3:57])[O:51]2)=[CH:43][C:44]([O:48][CH3:49])=[C:45]([NH:46][C:13]([C:6]2[N:7]([CH3:12])[C:8]3[C:4]([CH:5]=2)=[C:3]([O:2][CH3:1])[CH:11]=[CH:10][CH:9]=3)=[O:15])[CH:47]=1. The catalyst class is: 272. (3) Product: [Cl:1][C:2]1[N:3]=[CH:4][C:5]([CH2:8][NH:10][CH:11]([CH3:15])[CH2:12][O:13][CH3:14])=[CH:6][CH:7]=1. Reactant: [Cl:1][C:2]1[CH:7]=[CH:6][C:5]([CH2:8]Cl)=[CH:4][N:3]=1.[NH2:10][CH:11]([CH3:15])[CH2:12][O:13][CH3:14].C(=O)([O-])[O-].[K+].[K+]. The catalyst class is: 10.